This data is from Catalyst prediction with 721,799 reactions and 888 catalyst types from USPTO. The task is: Predict which catalyst facilitates the given reaction. (1) Reactant: [NH2:1][C:2]([C@:4]1([CH3:23])[CH2:8][CH2:7][C@H:6]([C:9]2[CH:14]=[CH:13][C:12]([OH:15])=[CH:11][CH:10]=2)[N:5]1[C:16]([O:18][C:19]([CH3:22])([CH3:21])[CH3:20])=[O:17])=[O:3].C(=O)([O-])[O-].[K+].[K+].Br[CH2:31][C:32]1[CH:37]=[CH:36][CH:35]=[CH:34][C:33]=1[F:38].C(OCC)(=O)C. Product: [NH2:1][C:2]([C@:4]1([CH3:23])[CH2:8][CH2:7][C@H:6]([C:9]2[CH:14]=[CH:13][C:12]([O:15][CH2:31][C:32]3[CH:37]=[CH:36][CH:35]=[CH:34][C:33]=3[F:38])=[CH:11][CH:10]=2)[N:5]1[C:16]([O:18][C:19]([CH3:22])([CH3:21])[CH3:20])=[O:17])=[O:3]. The catalyst class is: 47. (2) Reactant: Br[C:2]1[C:3](=[O:10])[N:4]([CH3:9])[CH:5]=[C:6]([Br:8])[CH:7]=1.[CH3:11][N:12]1[CH:16]=[CH:15][C:14]([NH2:17])=[N:13]1.C1(P(C2C=CC3C(=CC=CC=3)C=2C2C3C(=CC=CC=3)C=CC=2)C2C=CC=CC=2)C=CC=CC=1.C(=O)([O-])[O-].[Cs+].[Cs+]. Product: [Br:8][C:6]1[CH:7]=[C:2]([NH:17][C:14]2[CH:15]=[CH:16][N:12]([CH3:11])[N:13]=2)[C:3](=[O:10])[N:4]([CH3:9])[CH:5]=1. The catalyst class is: 226. (3) Reactant: [CH2:1]([O:6][C:7]1[CH:8]=[CH:9][C:10]([O:13][C:14]2[CH:19]=[CH:18][CH:17]=[C:16]([CH:20]=[C:21]3[CH2:26][CH2:25][NH:24][CH2:23][CH2:22]3)[CH:15]=2)=[N:11][CH:12]=1)[CH2:2][CH2:3][C:4]#[CH:5].[N:27]1[CH:32]=[CH:31][CH:30]=[C:29]([NH:33][C:34](=O)[O:35]C2C=CC=CC=2)[CH:28]=1.C(N(CC)CC)C. Product: [CH2:1]([O:6][C:7]1[CH:8]=[CH:9][C:10]([O:13][C:14]2[CH:15]=[C:16]([CH:17]=[CH:18][CH:19]=2)[CH:20]=[C:21]2[CH2:26][CH2:25][N:24]([C:34]([NH:33][C:29]3[CH:28]=[N:27][CH:32]=[CH:31][CH:30]=3)=[O:35])[CH2:23][CH2:22]2)=[N:11][CH:12]=1)[CH2:2][CH2:3][C:4]#[CH:5]. The catalyst class is: 58.